From a dataset of Forward reaction prediction with 1.9M reactions from USPTO patents (1976-2016). Predict the product of the given reaction. (1) Given the reactants C(OC(N[C@H](C([NH:21][C@H:22]([C:45]([NH:47][CH2:48][CH2:49][CH2:50][C:51]1[CH:56]=[CH:55][C:54]([C:57]#[C:58][Si:59]([CH3:62])([CH3:61])[CH3:60])=[CH:53][CH:52]=1)=[O:46])[CH2:23][NH:24][C:25](=[O:44])[C@H:26]([CH2:35][NH:36]C(OC(C)(C)C)=O)[NH:27]C(OC(C)(C)C)=O)=O)CNC(OC(C)(C)C)=O)=O)(C)(C)C.[ClH:63], predict the reaction product. The product is: [Cl-:63].[Cl-:63].[Cl-:63].[Cl-:63].[NH3+:27][CH:26]([CH2:35][NH3+:36])[C:25]([NH:24][CH2:23][CH:22]([NH:21][CH:35]([NH3+:36])[CH:26]([NH3+:27])[CH:25]=[O:44])[C:45](=[O:46])[NH:47][CH2:48][CH2:49][CH2:50][C:51]1[CH:56]=[CH:55][C:54]([C:57]#[C:58][Si:59]([CH3:62])([CH3:61])[CH3:60])=[CH:53][CH:52]=1)=[O:44]. (2) Given the reactants [CH:1]([N:4]1[CH2:9][CH2:8][NH:7][CH2:6][CH2:5]1)([CH3:3])[CH3:2].[C:10]([O:14][C:15]([CH3:18])([CH3:17])[CH3:16])(=[O:13])[CH:11]=[CH2:12].O, predict the reaction product. The product is: [CH:1]([N:4]1[CH2:9][CH2:8][N:7]([CH2:12][CH2:11][C:10]([O:14][C:15]([CH3:18])([CH3:17])[CH3:16])=[O:13])[CH2:6][CH2:5]1)([CH3:3])[CH3:2]. (3) Given the reactants [NH2:1][C:2]1[CH:10]=[C:9]([O:11][CH3:12])[CH:8]=[C:7]([O:13][CH3:14])[C:3]=1[C:4]([NH2:6])=[O:5].[Si:15]([O:22][CH2:23][CH2:24][O:25][C:26]1[CH:27]=[CH:28][C:29]([CH:38]=O)=[N:30][C:31]=1[C:32]1[CH:37]=[CH:36][CH:35]=[CH:34][CH:33]=1)([C:18]([CH3:21])([CH3:20])[CH3:19])([CH3:17])[CH3:16].OS([O-])=O.[Na+].O.C1(C)C=CC(S(O)(=O)=O)=CC=1, predict the reaction product. The product is: [Si:15]([O:22][CH2:23][CH2:24][O:25][C:26]1[CH:27]=[CH:28][C:29]([C:38]2[NH:6][C:4](=[O:5])[C:3]3[C:2](=[CH:10][C:9]([O:11][CH3:12])=[CH:8][C:7]=3[O:13][CH3:14])[N:1]=2)=[N:30][C:31]=1[C:32]1[CH:33]=[CH:34][CH:35]=[CH:36][CH:37]=1)([C:18]([CH3:21])([CH3:20])[CH3:19])([CH3:16])[CH3:17]. (4) The product is: [Br:1][C:2]1[CH:3]=[C:4]([CH:6]=[CH:7][CH:8]=1)[NH:5][CH:9]([C:12]1[CH:17]=[CH:16][CH:15]=[CH:14][CH:13]=1)[CH3:10]. Given the reactants [Br:1][C:2]1[CH:3]=[C:4]([CH:6]=[CH:7][CH:8]=1)[NH2:5].[C:9]([C:12]1[CH:17]=[CH:16][CH:15]=[CH:14][CH:13]=1)(=O)[CH3:10], predict the reaction product. (5) Given the reactants [CH3:1][C:2]1([CH3:14])[CH:7]=[CH:6][N:5]([C:8]2[CH:13]=[CH:12][CH:11]=[CH:10][CH:9]=2)[CH2:4][CH2:3]1.C(N(CC)CC)C.[C:22](Cl)(=[O:25])[CH2:23][CH3:24], predict the reaction product. The product is: [CH3:1][C:2]1([CH3:14])[CH2:3][CH2:4][N:5]([C:8]2[CH:13]=[CH:12][CH:11]=[CH:10][CH:9]=2)[CH:6]=[C:7]1[C:22](=[O:25])[CH2:23][CH3:24]. (6) The product is: [C:37]1([C:8]2[CH:9]=[CH:10][C:11]([C:12]([NH:24][CH:22]3[CH2:21][C:20]([CH3:26])([CH3:25])[NH:19][C:18]([CH3:27])([CH3:17])[CH2:23]3)=[O:14])=[CH:15][CH:16]=2)[CH:52]=[CH:41][CH:40]=[CH:39][CH:38]=1. Given the reactants C1(N[C:8]2[CH:16]=[CH:15][C:11]([C:12]([OH:14])=O)=[CH:10][CH:9]=2)C=CC=CC=1.[CH3:17][C:18]1([CH3:27])[CH2:23][CH:22]([NH2:24])[CH2:21][C:20]([CH3:26])([CH3:25])[NH:19]1.CN(C(ON1N=N[C:38]2[CH:39]=[CH:40][CH:41]=N[C:37]1=2)=[N+](C)C)C.F[P-](F)(F)(F)(F)F.[CH2:52](N(C(C)C)C(C)C)C, predict the reaction product. (7) Given the reactants [NH2:1][C:2]1[C:7](Cl)=[CH:6][CH:5]=[CH:4][N:3]=1.O(CC)[C:10]([S-:12])=[S:11].[K+].C(O)(=O)C, predict the reaction product. The product is: [S:12]1[C:7]2[C:2](=[N:3][CH:4]=[CH:5][CH:6]=2)[NH:1][C:10]1=[S:11].